From a dataset of Peptide-MHC class II binding affinity with 134,281 pairs from IEDB. Regression. Given a peptide amino acid sequence and an MHC pseudo amino acid sequence, predict their binding affinity value. This is MHC class II binding data. The peptide sequence is AFKVAATAANAAPAF. The MHC is DRB1_0901 with pseudo-sequence DRB1_0901. The binding affinity (normalized) is 0.728.